Dataset: Catalyst prediction with 721,799 reactions and 888 catalyst types from USPTO. Task: Predict which catalyst facilitates the given reaction. (1) Reactant: [C:1]([N:4]1[CH2:9][CH2:8][N:7]([C:10](=[O:17])[CH2:11][CH2:12][CH2:13][C:14]([OH:16])=[O:15])[CH2:6][CH2:5]1)(=[O:3])[CH3:2].CCN=C=NCCCN(C)C.[CH3:29][C:30]([NH:32][C@@H:33]1[C:43]2[CH:44]=[C:45](O)[CH:46]=[CH:47][C:42]=2[C:41]2[C:36](=[CH:37][C:38]([O:53][CH3:54])=[C:39]([O:51][CH3:52])[C:40]=2[O:49][CH3:50])[CH2:35][CH2:34]1)=[O:31]. Product: [C:1]([N:4]1[CH2:5][CH2:6][N:7]([C:10](=[O:17])[CH2:11][CH2:12][CH2:13][C:14]([O:16][C:45]2[CH:46]=[CH:47][C:42]3[C:41]4[C:40]([O:49][CH3:50])=[C:39]([O:51][CH3:52])[C:38]([O:53][CH3:54])=[CH:37][C:36]=4[CH2:35][CH2:34][C@H:33]([NH:32][C:30](=[O:31])[CH3:29])[C:43]=3[CH:44]=2)=[O:15])[CH2:8][CH2:9]1)(=[O:3])[CH3:2]. The catalyst class is: 166. (2) Reactant: CC(C)([O-])C.[Na+].[Br:7][C:8]1[N:12]=[C:11]([Br:13])[NH:10][N:9]=1.[CH2:14](Br)[C:15]1[CH:20]=[CH:19][CH:18]=[CH:17][CH:16]=1.O. Product: [CH2:14]([N:9]1[C:8]([Br:7])=[N:12][C:11]([Br:13])=[N:10]1)[C:15]1[CH:20]=[CH:19][CH:18]=[CH:17][CH:16]=1. The catalyst class is: 3. (3) Reactant: [C@H:1]1([NH2:8])[CH2:6][CH2:5][C@H:4]([NH2:7])[CH2:3][CH2:2]1.[Cl:9][C:10]1[CH:15]=[C:14]([I:16])[CH:13]=[C:12](Cl)[N:11]=1. Product: [Cl:9][C:10]1[N:11]=[C:12]([NH:7][C@H:4]2[CH2:5][CH2:6][C@H:1]([NH2:8])[CH2:2][CH2:3]2)[CH:13]=[C:14]([I:16])[CH:15]=1. The catalyst class is: 25. (4) Reactant: [CH:1]1([CH2:4][S:5][CH:6]2[CH2:15][CH2:14][C:9]3(OCC[O:10]3)[CH2:8][CH2:7]2)[CH2:3][CH2:2]1.Cl. Product: [CH:1]1([CH2:4][S:5][CH:6]2[CH2:15][CH2:14][C:9](=[O:10])[CH2:8][CH2:7]2)[CH2:3][CH2:2]1. The catalyst class is: 21. (5) Reactant: C[O:2][C:3]([C:5]1[CH:10]=[C:9]([CH3:11])[N:8]=[C:7]([Cl:12])[N:6]=1)=[O:4].[OH-].[Na+].Cl. Product: [Cl:12][C:7]1[N:6]=[C:5]([C:3]([OH:4])=[O:2])[CH:10]=[C:9]([CH3:11])[N:8]=1. The catalyst class is: 10. (6) Reactant: [C:1]([C:3]1[CH:8]=[CH:7][C:6]([CH2:9][CH2:10][C:11]([OH:13])=O)=[CH:5][CH:4]=1)#[N:2].[N-]1C=CN=C1.[NH2:19][C:20]1[C:21]([NH:30][CH3:31])=[N:22][CH:23]=[C:24]([CH:29]=1)[C:25]([O:27][CH3:28])=[O:26]. Product: [C:1]([C:3]1[CH:4]=[CH:5][C:6]([CH2:9][CH2:10][C:11]([NH:19][C:20]2[C:21]([NH:30][CH3:31])=[N:22][CH:23]=[C:24]([CH:29]=2)[C:25]([O:27][CH3:28])=[O:26])=[O:13])=[CH:7][CH:8]=1)#[N:2]. The catalyst class is: 7. (7) Reactant: Br[C:2]1[CH:3]=[C:4]2[C:8](=[C:9]([Cl:11])[CH:10]=1)[C:7](=[O:12])[N:6]([CH2:13][C:14]1[CH:19]=[CH:18][C:17]([Cl:20])=[CH:16][CH:15]=1)[CH2:5]2.C(P(C(C)(C)C)C1C=CC2C(=CC=CC=2)C=1C1C2C(=CC=CC=2)C=CC=1)(C)(C)C.C(=O)([O-])[O-].[Cs+].[Cs+].[F:56][C:57]([F:61])([F:60])[CH2:58][OH:59]. Product: [F:56][C:57]([F:61])([F:60])[CH2:58][O:59][C:2]1[CH:3]=[C:4]2[C:8](=[C:9]([Cl:11])[CH:10]=1)[C:7](=[O:12])[N:6]([CH2:13][C:14]1[CH:19]=[CH:18][C:17]([Cl:20])=[CH:16][CH:15]=1)[CH2:5]2. The catalyst class is: 164. (8) Reactant: [Cl:1][C:2]1[S:3][C:4]([C:7]([OH:9])=O)=[CH:5][N:6]=1.[NH:10]1[CH2:15][CH2:14][O:13][CH2:12][CH2:11]1.CN(C(ON1N=NC2C=CC=NC1=2)=[N+](C)C)C.F[P-](F)(F)(F)(F)F.CCN(C(C)C)C(C)C. Product: [Cl:1][C:2]1[S:3][C:4]([C:7]([N:10]2[CH2:15][CH2:14][O:13][CH2:12][CH2:11]2)=[O:9])=[CH:5][N:6]=1. The catalyst class is: 3.